Predict the product of the given reaction. From a dataset of Forward reaction prediction with 1.9M reactions from USPTO patents (1976-2016). (1) Given the reactants [Br:1][C:2]1[C:3]([O:22][CH2:23][C:24]#[CH:25])=[N:4][C:5]([NH:8][C:9]2[CH:10]=[C:11]([CH:15]=[C:16]([NH:18][CH2:19][CH2:20][OH:21])[CH:17]=2)[C:12](O)=[O:13])=[N:6][CH:7]=1.C(N(CC)CC)C.[BH4-].[Na+].CO, predict the reaction product. The product is: [Br:1][C:2]1[C:3]([O:22][CH2:23][C:24]#[CH:25])=[N:4][C:5]([NH:8][C:9]2[CH:17]=[C:16]([NH:18][CH2:19][CH2:20][OH:21])[CH:15]=[C:11]([CH2:12][OH:13])[CH:10]=2)=[N:6][CH:7]=1. (2) Given the reactants [Br:1]N1C(=O)CCC1=O.[CH3:9][O:10][C:11]1[CH:12]=[C:13]2[C:18](=[CH:19][C:20]=1[O:21][CH3:22])[C:16](=[O:17])[O:15][CH2:14]2, predict the reaction product. The product is: [Br:1][CH:14]1[C:13]2[C:18](=[CH:19][C:20]([O:21][CH3:22])=[C:11]([O:10][CH3:9])[CH:12]=2)[C:16](=[O:17])[O:15]1. (3) Given the reactants [F:1][C:2]1[CH:7]=[CH:6][C:5]([C@H:8]2[N:12]([S:13]([C:16]3[CH:21]=[CH:20][C:19]([CH3:22])=[CH:18][CH:17]=3)(=[O:15])=[O:14])[CH:11]([CH2:23][CH2:24][CH:25]=[O:26])[CH2:10][CH2:9]2)=[CH:4][CH:3]=1.S([CH2:37][N:38]=[C:39]=O)(C1C=CC(C)=CC=1)(=O)=O.C(=O)([O-])[O-].[K+].[K+], predict the reaction product. The product is: [F:1][C:2]1[CH:3]=[CH:4][C:5]([CH:8]2[N:12]([S:13]([C:16]3[CH:17]=[CH:18][C:19]([CH3:22])=[CH:20][CH:21]=3)(=[O:15])=[O:14])[CH:11]([CH2:23][CH2:24][C:25]3[O:26][CH:39]=[N:38][CH:37]=3)[CH2:10][CH2:9]2)=[CH:6][CH:7]=1. (4) Given the reactants [N+]([C:4]1[CH:5]=[C:6]([C:12]#[N:13])[C:7](=[CH:10][CH:11]=1)[C:8]#[N:9])([O-])=O.C=CC/C=C\C/C=C\CCCCCCCC1C=C(O)C=CC=1.C([O-])([O-])=O.[K+].[K+], predict the reaction product. The product is: [C:12](#[N:13])[C:6]1[C:7](=[CH:10][CH:11]=[CH:4][CH:5]=1)[C:8]#[N:9]. (5) Given the reactants [NH:1]1[CH2:6][CH2:5][NH:4][CH2:3][CH2:2]1.[F:7][C:8]1[CH:9]=[C:10]([N+:16]([O-:18])=[O:17])[CH:11]=[C:12]([F:15])[C:13]=1F, predict the reaction product. The product is: [F:7][C:8]1[CH:9]=[C:10]([N+:16]([O-:18])=[O:17])[CH:11]=[C:12]([F:15])[C:13]=1[N:1]1[CH2:6][CH2:5][NH:4][CH2:3][CH2:2]1. (6) The product is: [CH2:87]([C@@H:91]1[C@H:104]2[C@@H:95]([C:96]3[C:101]([CH2:102][CH2:103]2)=[CH:100][C:99]([OH:105])=[CH:98][CH:97]=3)[C@@H:94]([CH3:107])[C:93](=[O:108])[CH2:92]1)[CH2:88][CH2:89][CH3:90]. Given the reactants C([C@@H]1[C@H]2[C@@H](C3C(CC2)=CC(O)=CC=3)CC(=O)[C@H]1C)CCC.C([C@@H]1[C@H]2[C@@H](C3C(CC2)=CC(O)=CC=3)CC(=O)[C@@H]1C)CCC.C([C@@H]1[C@H]2[C@@H](C3C(CC2)=CC(OC)=CC=3)CC(=O)[C@H]1C)CCC.C([C@@H]1[C@H]2[C@@H](C3C(CC2)=CC(OC)=CC=3)CC(=O)[C@@H]1C)CCC.[CH2:87]([C@@H:91]1[C@H:104]2[C@@H:95]([C:96]3[C:101]([CH2:102][CH2:103]2)=[CH:100][C:99]([O:105]C)=[CH:98][CH:97]=3)[C@@H:94]([CH3:107])[C:93](=[O:108])[CH2:92]1)[CH2:88][CH2:89][CH3:90], predict the reaction product. (7) Given the reactants [CH:1]1[C:6]([C:7](C2C=CC3C(OC(=O)C=3C=2)=O)=[O:8])=[CH:5][C:4]2[C:20](O[C:23](=O)[C:3]=2[CH:2]=1)=O.[Cl:25][C:26]1[CH:27]=[C:28]([CH3:33])[C:29]([CH3:32])=[CH:30][CH:31]=1.C(Cl)(=O)C([Cl:37])=O, predict the reaction product. The product is: [Cl:25][C:26]1[CH:27]=[C:28]([CH3:33])[C:29]([CH3:32])=[CH:30][C:31]=1[C:7]([C:6]1[CH:5]=[C:4]([CH3:20])[C:3]([CH3:23])=[CH:2][C:1]=1[Cl:37])=[O:8]. (8) The product is: [CH3:26][C:27]1([CH3:29])[O:3][C@@H:2]2[C@@H:4]([C@@H:6]([CH2:7][OH:8])[O:9][C@H:1]2[N:10]2[C:20]3[NH:19][C:17]([NH2:18])=[N:16][C:14](=[O:15])[C:13]=3[N:12]=[CH:11]2)[O:5]1. Given the reactants [C@@H:1]1([N:10]2[C:20]3[N:19]=[C:17]([NH2:18])[NH:16][C:14](=[O:15])[C:13]=3[N:12]=[CH:11]2)[O:9][C@H:6]([CH2:7][OH:8])[C@@H:4]([OH:5])[C@H:2]1[OH:3].Cl(O)(=O)(=O)=O.[CH3:26][C:27]([CH3:29])=O, predict the reaction product. (9) Given the reactants [CH3:1][C:2]1[CH:3]=[CH:4][C:5]([O:15][CH2:16][C:17]2[CH:22]=[CH:21][C:20]([F:23])=[CH:19][CH:18]=2)=[C:6]([C:8](=O)[CH2:9][CH2:10][C:11](=O)[CH3:12])[CH:7]=1.[CH3:24][O:25][C:26](=[O:36])[C:27]1[CH:32]=[C:31]([NH2:33])[CH:30]=[C:29]([NH2:34])[C:28]=1[CH3:35].CC1C=CC(S(O)(=O)=O)=CC=1, predict the reaction product. The product is: [CH3:24][O:25][C:26](=[O:36])[C:27]1[C:28]([CH3:35])=[C:29]([NH2:34])[CH:30]=[C:31]([N:33]2[C:11]([CH3:12])=[CH:10][CH:9]=[C:8]2[C:6]2[CH:7]=[C:2]([CH3:1])[CH:3]=[CH:4][C:5]=2[O:15][CH2:16][C:17]2[CH:22]=[CH:21][C:20]([F:23])=[CH:19][CH:18]=2)[CH:32]=1.